This data is from Reaction yield outcomes from USPTO patents with 853,638 reactions. The task is: Predict the reaction yield, written as a fraction of the theoretical maximum amount of product (1.0 means a 100% yield; for example, 0.34 means a 34% yield). The reactants are Cl.C[O:3][C:4]1(OC)[C:12]2[C:7](=[CH:8][CH:9]=[C:10]([S:13][CH2:14][CH2:15][C:16]3[CH:26]=[CH:25][C:19]([C:20]([O:22][CH2:23][CH3:24])=[O:21])=[CH:18][CH:17]=3)[CH:11]=2)[N:6]([CH3:27])[C:5]1=[O:28].O.C(OCC)(=O)C. The catalyst is CC(C)=O. The product is [O:28]=[C:5]1[C:4](=[O:3])[C:12]2[C:7](=[CH:8][CH:9]=[C:10]([S:13][CH2:14][CH2:15][C:16]3[CH:26]=[CH:25][C:19]([C:20]([O:22][CH2:23][CH3:24])=[O:21])=[CH:18][CH:17]=3)[CH:11]=2)[N:6]1[CH3:27]. The yield is 0.730.